Dataset: Forward reaction prediction with 1.9M reactions from USPTO patents (1976-2016). Task: Predict the product of the given reaction. (1) Given the reactants [F:1][C:2]([F:33])([F:32])[C:3]1[CH:7]=[C:6]([C:8]([F:11])([F:10])[F:9])[N:5]([CH2:12][C:13]2[CH:18]=[CH:17][C:16]([N:19]3[C:27](=[O:28])[C:26]4[C:21](=[CH:22][CH:23]=[CH:24][C:25]=4[Cl:29])[C:20]3=[O:30])=[C:15]([CH3:31])[CH:14]=2)[N:4]=1.[CH:34]([NH2:38])([CH2:36][CH3:37])[CH3:35].C(O)(=O)C, predict the reaction product. The product is: [F:33][C:2]([F:32])([F:1])[C:3]1[CH:7]=[C:6]([C:8]([F:9])([F:11])[F:10])[N:5]([CH2:12][C:13]2[CH:18]=[CH:17][C:16]([NH:19][C:20]([C:21]3[C:26]([C:27]([NH:38][CH:34]([CH2:36][CH3:37])[CH3:35])=[O:28])=[C:25]([Cl:29])[CH:24]=[CH:23][CH:22]=3)=[O:30])=[C:15]([CH3:31])[CH:14]=2)[N:4]=1. (2) The product is: [NH2:39][C:28](=[O:29])[CH2:27][CH2:26][C:16]1[CH:17]=[C:18]2[C:13](=[CH:14][CH:15]=1)[C:12](=[O:31])[N:11]([CH2:32][CH:33]([CH3:35])[CH3:34])[C:10]([CH2:9][NH:8][C:6](=[O:7])[O:5][C:1]([CH3:3])([CH3:2])[CH3:4])=[C:19]2[C:20]1[CH:25]=[CH:24][CH:23]=[CH:22][CH:21]=1. Given the reactants [C:1]([O:5][C:6]([NH:8][CH2:9][C:10]1[N:11]([CH2:32][CH:33]([CH3:35])[CH3:34])[C:12](=[O:31])[C:13]2[C:18]([C:19]=1[C:20]1[CH:25]=[CH:24][CH:23]=[CH:22][CH:21]=1)=[CH:17][C:16]([CH2:26][CH2:27][C:28](O)=[O:29])=[CH:15][CH:14]=2)=[O:7])([CH3:4])([CH3:3])[CH3:2].Cl.C([N:39]=C=NCCCN(C)C)C.[NH4+].ON1C2C=CC=CC=2N=N1.O, predict the reaction product.